From a dataset of Experimentally validated miRNA-target interactions with 360,000+ pairs, plus equal number of negative samples. Binary Classification. Given a miRNA mature sequence and a target amino acid sequence, predict their likelihood of interaction. (1) The miRNA is hsa-miR-548j-5p with sequence AAAAGUAAUUGCGGUCUUUGGU. The protein sequence of the target gene is MAKGRVAERSQLGAHHTTPVGDGAAGTRGLAAPGSRDHQKEKSWVEAGSARMSLLILVSIFLSAAFVMFLVYKNFPQLSEEERVNMKVPRDMDDAKALGKVLSKYKDTFYVQVLVAYFATYIFLQTFAIPGSIFLSILSGFLYPFPLALFLVCLCSGLGASFCYMLSYLVGRPVVYKYLTEKAVKWSQQVERHREHLINYIIFLRITPFLPNWFINITSPVINVPLKVFFIGTFLGVAPPSFVAIKAGTTLYQLTTAGEAVSWNSIFILMILAVLSILPAIFQKKLKQKFE. Result: 1 (interaction). (2) The miRNA is hsa-miR-335-3p with sequence UUUUUCAUUAUUGCUCCUGACC. The protein sequence of the target gene is MAGPELLLDSNIRLWVVLPIVIITFFVGMIRHYVSILLQSDKKLTQEQVSDSQVLIRSRVLRENGKYIPKQSFLTRKYYFNNPEDGFFKKTKRKVVPPSPMTDPTMLTDMMKGNVTNVLPMILIGGWINMTFSGFVTTKVPFPLTLRFKPMLQQGIELLTLDASWVSSASWYFLNVFGLRSIYSLILGQDNAADQSRMMQEQMTGAAMAMPADTNKAFKTEWEALELTDHQWALDDVEEELMAKDLHFEGMFKKELQTSIF. Result: 1 (interaction). (3) Result: 0 (no interaction). The miRNA is hsa-miR-6850-3p with sequence CCCGGCCGGAACGCCGCACU. The protein sequence of the target gene is MPCPRLPWLRRHRTSQGSGPSSPSTVSAPNSPSRGEDEDAEEEEGDGTPGSGPILPPTSPMECLICVSPFDGIFKLPKRLDCGHVFCLECLARLSLATAGGGDAVACPMCRAPTRLAPRRGLPALPTQPGLLPRDARAPLPRQGSVRFDRRRGLLYLRPPPPSPGPRKSRTVRAPPPPPPLRLGRPLSRRLSLSSPAWAFNAAVALAVLVAAGLVVSGVYIFFLIPHVTNSGVRPQTVALAPENDFWVSPRPTPVAPWTHAWTRRPTKPDLDLDDTLPEATKDTPELEEATKDPVETQGI.... (4) The miRNA is hsa-miR-5087 with sequence GGGUUUGUAGCUUUGCUGGCAUG. The protein sequence of the target gene is MLRRGSQALRRFSTGRVYFKNKLKLALIGQSLFGQEVYSHLRKEGHRVVGVFTVPDKDGKADPLALAAEKDGTPVFKLPKWRVKGKTIKEVAEAYRSVGAELNVLPFCTQFIPMDIIDSPKHGSIIYHPSILPRHRGASAINWTLIMGDKKAGFSVFWADDGLDTGPILLQRSCDVEPNDTVDALYNRFLFPEGIKAMVEAVQLIADGKAPRIPQPEEGATYEGIQKKENAEISWDQSAEVLHNWIRGHDKVPGAWTEINGQMVTFYGSTLLNSSVPPGEPLEIKGAKKPGLVTKNGLVL.... Result: 1 (interaction). (5) The miRNA is hsa-miR-4430 with sequence AGGCUGGAGUGAGCGGAG. The protein sequence of the target gene is MTSRSTARPNGQPQASKICQFKLVLLGESAVGKSSLVLRFVKGQFHEYQESTIGAAFLTQSVCLDDTTVKFEIWDTAGQERYHSLAPMYYRGAQAAIVVYDITNQETFARAKTWVKELQRQASPSIVIALAGNKADLANKRMVEYEEAQAYADDNSLLFMETSAKTAMNVNDLFLAIAKKLPKSEPQNLGGAAGRSRGVDLHEQSQQNKSQCCSN. Result: 1 (interaction). (6) The miRNA is hsa-miR-6511b-5p with sequence CUGCAGGCAGAAGUGGGGCUGACA. The protein sequence of the target gene is MFQLPILNFSPQQVAGVCETLEESGDVERLGRFLWSLPVAPAACEALNKNESVLRARAIVAFHGGNYRELYHILENHKFTKESHAKLQALWLEAHYQEAEKLRGRPLGPVDKYRVRKKFPLPRTIWDGEQKTHCFKERTRHLLREWYLQDPYPNPSKKRELAQATGLTPTQVGNWFKNRRQRDRAAAAKNRLQQQVLSQGSGRALRAEGDGTPEVLGVATSPAASLSSKAATSAISITSSDSECDI. Result: 1 (interaction). (7) The miRNA is hsa-miR-7974 with sequence AGGCUGUGAUGCUCUCCUGAGCCC. The protein sequence of the target gene is MDVMDGCQFSPSEYFYDGSCIPSPEGEFGDEFVPRVAAFGAHKAELQGSDEDEHVRAPTGHHQAGHCLMWACKACKRKSTTMDRRKAATMRERRRLKKVNQAFETLKRCTTTNPNQRLPKVEILRNAIRYIESLQELLREQVENYYSLPGQSCSEPTSPTSNCSDGMPECNSPVWSRKSSTFDSIYCPDVSNVYATDKNSLSSLDCLSNIVDRITSSEQPGLPLQDLASLSPVASTDSQPATPGASSSRLIYHVL. Result: 0 (no interaction).